Dataset: Full USPTO retrosynthesis dataset with 1.9M reactions from patents (1976-2016). Task: Predict the reactants needed to synthesize the given product. (1) Given the product [Cl:41][C:39]1[CH:38]=[CH:37][C:18]([O:19][C:20]2[C:25]([F:26])=[CH:24][C:23]([S:27]([NH:30][C:31]3[S:35][N:34]=[CH:33][N:32]=3)(=[O:28])=[O:29])=[C:22]([F:36])[CH:21]=2)=[C:17]([C:16]2[N:12]([CH:10]3[CH2:9][N:8]([CH3:2])[CH2:11]3)[N:13]=[CH:14][CH:15]=2)[CH:40]=1, predict the reactants needed to synthesize it. The reactants are: F[C:2](F)(F)C(O)=O.[NH:8]1[CH2:11][CH:10]([N:12]2[C:16]([C:17]3[CH:40]=[C:39]([Cl:41])[CH:38]=[CH:37][C:18]=3[O:19][C:20]3[C:25]([F:26])=[CH:24][C:23]([S:27]([NH:30][C:31]4[S:35][N:34]=[CH:33][N:32]=4)(=[O:29])=[O:28])=[C:22]([F:36])[CH:21]=3)=[CH:15][CH:14]=[N:13]2)[CH2:9]1.C(O)(=O)C.C=O.C(O[BH-](OC(=O)C)OC(=O)C)(=O)C.[Na+]. (2) Given the product [CH3:6][C@H:5]([NH2:4])[C:7]([OH:9])=[O:8].[CH3:30][CH:24]([C:25]([OH:26])=[O:2])[CH2:23][C@@H:22]([C:28]([OH:27])=[O:29])[NH2:21], predict the reactants needed to synthesize it. The reactants are: C([NH:4][C@H:5]([C:7]([O:9]C(=O)[C@H](C)NC(O)=O)=[O:8])[CH3:6])(O)=[O:2].C([NH:21][C@@H:22]1[C:28](=[O:29])[O:27][C:25](=[O:26])[CH:24]([CH3:30])[CH2:23]1)(O)=O.